Dataset: Full USPTO retrosynthesis dataset with 1.9M reactions from patents (1976-2016). Task: Predict the reactants needed to synthesize the given product. (1) Given the product [Br:1][C:2]1[CH:11]=[C:10]2[C:5]([N:6]=[CH:7][C:8]([N:12]3[CH2:17][CH2:16][CH:15]([NH:25][CH2:24][CH2:23][S:20]([CH3:19])(=[O:22])=[O:21])[CH2:14][CH2:13]3)=[N:9]2)=[CH:4][CH:3]=1, predict the reactants needed to synthesize it. The reactants are: [Br:1][C:2]1[CH:11]=[C:10]2[C:5]([N:6]=[CH:7][C:8]([N:12]3[CH2:17][CH2:16][C:15](=O)[CH2:14][CH2:13]3)=[N:9]2)=[CH:4][CH:3]=1.[CH3:19][S:20]([CH2:23][CH2:24][NH2:25])(=[O:22])=[O:21].C(O[BH-](OC(=O)C)OC(=O)C)(=O)C.[Na+].C(N(CC)CC)C. (2) Given the product [Cl:8][C:5]1[CH:4]=[C:3]2[C:2]([C:25](=[O:26])[NH:12][C:9]32[CH2:11][CH2:10]3)=[CH:7][CH:6]=1, predict the reactants needed to synthesize it. The reactants are: Br[C:2]1[CH:7]=[CH:6][C:5]([Cl:8])=[CH:4][C:3]=1[C:9]1([NH2:12])[CH2:11][CH2:10]1.CCN(C(C)C)C(C)C.CN([CH:25]=[O:26])C. (3) Given the product [CH2:1]([O:8][C:9]1[CH:14]=[CH:13][CH:12]=[C:11]([CH3:15])[C:10]=1[NH2:16])[C:2]1[CH:3]=[CH:4][CH:5]=[CH:6][CH:7]=1, predict the reactants needed to synthesize it. The reactants are: [CH2:1]([O:8][C:9]1[CH:14]=[CH:13][CH:12]=[C:11]([CH3:15])[C:10]=1[N+:16]([O-])=O)[C:2]1[CH:7]=[CH:6][CH:5]=[CH:4][CH:3]=1.Cl[Sn]Cl. (4) Given the product [CH3:1][C:2]1[CH:7]=[CH:6][C:5]([CH3:8])=[CH:4][C:3]=1[CH2:14][Cl:22], predict the reactants needed to synthesize it. The reactants are: [CH3:1][C:2]1[CH:3]=[CH:4][C:5]([CH3:8])=[CH:6][CH:7]=1.F[B-](F)(F)F.[CH2:14]([N+]1C=CN(C)C=1)C.[ClH:22]. (5) Given the product [CH2:1]([C:8]1[N:9]([CH2:17][CH2:18][O:19][C:20]2[CH:27]=[CH:26][C:23]([CH:24]=[O:25])=[CH:22][CH:21]=2)[C:10](=[O:15])[CH:11]=[C:12]([CH3:14])[N:13]=1)[C:2]1[CH:3]=[CH:4][CH:5]=[CH:6][CH:7]=1, predict the reactants needed to synthesize it. The reactants are: [CH2:1]([C:8]1[NH:9][C:10](=[O:15])[CH:11]=[C:12]([CH3:14])[N:13]=1)[C:2]1[CH:7]=[CH:6][CH:5]=[CH:4][CH:3]=1.Br[CH2:17][CH2:18][O:19][C:20]1[CH:27]=[CH:26][C:23]([CH:24]=[O:25])=[CH:22][CH:21]=1.[H-].[Na+]. (6) Given the product [O:2]1[C:6]2[CH:7]=[CH:8][CH:9]=[C:10]([CH:11]3[CH2:16][CH2:15][N:14]([CH2:17][CH2:18][C@H:19]4[CH2:20][CH2:21][C@H:22]([NH:25][C:30](=[O:31])[CH2:29][CH:26]5[CH2:28][CH2:27]5)[CH2:23][CH2:24]4)[CH2:13][CH2:12]3)[C:5]=2[O:4][CH2:3]1, predict the reactants needed to synthesize it. The reactants are: Cl.[O:2]1[C:6]2[CH:7]=[CH:8][CH:9]=[C:10]([CH:11]3[CH2:16][CH2:15][N:14]([CH2:17][CH2:18][C@H:19]4[CH2:24][CH2:23][C@H:22]([NH2:25])[CH2:21][CH2:20]4)[CH2:13][CH2:12]3)[C:5]=2[O:4][CH2:3]1.[CH:26]1([CH2:29][C:30](O)=[O:31])[CH2:28][CH2:27]1. (7) Given the product [NH2:15][C:10]1[C:9]2[N:8]=[C:7]([S:16][C:17]3[C:25]([I:26])=[CH:24][C:20]4[O:21][CH2:22][O:23][C:19]=4[CH:18]=3)[N:6]([CH2:5][CH2:4][CH2:3][CH2:2][NH:1][C:27](=[O:29])[CH3:28])[C:14]=2[CH:13]=[CH:12][N:11]=1, predict the reactants needed to synthesize it. The reactants are: [NH2:1][CH2:2][CH2:3][CH2:4][CH2:5][N:6]1[C:14]2[CH:13]=[CH:12][N:11]=[C:10]([NH2:15])[C:9]=2[N:8]=[C:7]1[S:16][C:17]1[C:25]([I:26])=[CH:24][C:20]2[O:21][CH2:22][O:23][C:19]=2[CH:18]=1.[C:27](OC(=O)C)(=[O:29])[CH3:28].